This data is from Reaction yield outcomes from USPTO patents with 853,638 reactions. The task is: Predict the reaction yield, written as a fraction of the theoretical maximum amount of product (1.0 means a 100% yield; for example, 0.34 means a 34% yield). (1) The reactants are C(N(CC)CC)C.[F:8][C:9]1[CH:17]=[C:16]2[C:12]([C:13]([CH:25]=[O:26])=[CH:14][N:15]2C(OC(C)(C)C)=O)=[CH:11][CH:10]=1.[CH3:27][O:28][C:29]1[CH:30]=[C:31]([CH2:43][OH:44])[CH:32]=[C:33]([N:35]=[CH:36][C:37]2[CH:38]=[N:39][CH:40]=[CH:41][CH:42]=2)[CH:34]=1. The catalyst is [Cl-].C([N+]1C(C)=C(CCO)SC=1)C1C=CC=CC=1.C(O)C. The product is [F:8][C:9]1[CH:17]=[C:16]2[C:12]([C:13]([C:25](=[O:26])[CH:36]([NH:35][C:33]3[CH:34]=[C:29]([O:28][CH3:27])[CH:30]=[C:31]([CH2:43][OH:44])[CH:32]=3)[C:37]3[CH:38]=[N:39][CH:40]=[CH:41][CH:42]=3)=[CH:14][NH:15]2)=[CH:11][CH:10]=1. The yield is 0.0700. (2) The product is [N+:11]([C:3]1[CH:4]=[CH:5][CH:6]=[C:7]([N+:8]([O-:10])=[O:9])[C:2]=1[NH:15][CH2:16][CH2:17][CH2:18][C:19]([O:21][CH2:22][CH3:23])=[O:20])([O-:13])=[O:12]. The catalyst is CO.C(=O)([O-])O.[Na+]. The yield is 1.00. The reactants are Cl[C:2]1[C:7]([N+:8]([O-:10])=[O:9])=[CH:6][CH:5]=[CH:4][C:3]=1[N+:11]([O-:13])=[O:12].Cl.[NH2:15][CH2:16][CH2:17][CH2:18][C:19]([O:21][CH2:22][CH3:23])=[O:20].C(N(CC)CC)C. (3) The product is [C:33]1([C:29]2[CH:28]=[CH:27][CH:32]=[CH:31][CH:30]=2)[CH:34]=[CH:35][C:36]([CH2:39][N:15]([CH2:16][C:17]([OH:19])=[O:18])[S:12]([C:7]2[CH:8]=[C:9]3[C:4](=[CH:5][CH:6]=2)[O:3][C:2]([CH3:1])([CH3:24])[CH2:11][CH2:10]3)(=[O:13])=[O:14])=[CH:37][CH:38]=1. The yield is 0.450. The catalyst is C(#N)C. The reactants are [CH3:1][C:2]1([CH3:24])[CH2:11][CH2:10][C:9]2[C:4](=[CH:5][CH:6]=[C:7]([S:12]([NH:15][CH2:16][C:17]([O:19]C(C)(C)C)=[O:18])(=[O:14])=[O:13])[CH:8]=2)[O:3]1.BrC[C:27]1[CH:28]=[C:29]([C:33]2[CH:38]=[CH:37][CH:36]=[CH:35][CH:34]=2)[CH:30]=[CH:31][CH:32]=1.[CH3:39]CN(P1(N(C)CCCN1C)=NC(C)(C)C)CC. (4) The reactants are Cl[C:2]1[N:7]=[C:6]([CH2:8][CH2:9][C:10]2[CH:15]=[CH:14][CH:13]=[CH:12][C:11]=2[CH2:16][C:17]([NH2:19])=[O:18])[C:5]([CH3:20])=[CH:4][N:3]=1.CC1(C)C2C(=C(P(C3C=CC=CC=3)C3C=CC=CC=3)C=CC=2)OC2C(P(C3C=CC=CC=3)C3C=CC=CC=3)=CC=CC1=2.C([O-])([O-])=O.[Cs+].[Cs+].[NH2:69][C:70]1[CH:75]=[CH:74][C:73]([C:76]2([NH:80][C:81](=[O:84])[O:82][CH3:83])[CH2:79][CH2:78][CH2:77]2)=[CH:72][CH:71]=1. The catalyst is O1CCOCC1.CC([O-])=O.CC([O-])=O.[Pd+2]. The product is [NH2:19][C:17](=[O:18])[CH2:16][C:11]1[CH:12]=[CH:13][CH:14]=[CH:15][C:10]=1[CH2:9][CH2:8][C:6]1[C:5]([CH3:20])=[CH:4][N:3]=[C:2]([NH:69][C:70]2[CH:71]=[CH:72][C:73]([C:76]3([NH:80][C:81](=[O:84])[O:82][CH3:83])[CH2:77][CH2:78][CH2:79]3)=[CH:74][CH:75]=2)[N:7]=1. The yield is 0.350. (5) The reactants are [C:1](Cl)(Cl)=[O:2].[CH2:5]([NH2:15])[C:6]1[CH:14]=[CH:13][C:12]2[O:11][CH2:10][O:9][C:8]=2[CH:7]=1.CCN(C(C)C)C(C)C.Cl.[NH2:26][C:27]1[S:28][CH:29]=[C:30]([CH2:32][Cl:33])[N:31]=1. The catalyst is C1(C)C=CC=CC=1.C1COCC1. The product is [O:11]1[C:12]2[CH:13]=[CH:14][C:6]([CH2:5][NH:15][C:1]([NH:26][C:27]3[S:28][CH:29]=[C:30]([CH2:32][Cl:33])[N:31]=3)=[O:2])=[CH:7][C:8]=2[O:9][CH2:10]1. The yield is 0.320.